Dataset: Forward reaction prediction with 1.9M reactions from USPTO patents (1976-2016). Task: Predict the product of the given reaction. (1) Given the reactants FC(F)(F)S(O[Si:7]([CH3:18])([CH3:17])[CH:8]1[C:12]([CH3:13])=[C:11]([CH3:14])[C:10]([CH3:15])=[C:9]1[CH3:16])(=O)=O.[CH3:21][C:22]1[CH:23]=[C:24]2[C:28](=[CH:29][C:30]=1[CH3:31])[C-:27]([C:32]1[CH:37]=[CH:36][CH:35]=[CH:34][CH:33]=1)[CH:26]=[CH:25]2.[Li+], predict the reaction product. The product is: [CH3:31][C:30]1[CH:29]=[C:28]2[C:24](=[CH:23][C:22]=1[CH3:21])[CH:25]([Si:7]([CH3:17])([CH3:18])[CH:8]1[C:12]([CH3:13])=[C:11]([CH3:14])[C:10]([CH3:15])=[C:9]1[CH3:16])[CH:26]=[C:27]2[C:32]1[CH:37]=[CH:36][CH:35]=[CH:34][CH:33]=1. (2) Given the reactants C([O:3][C:4](=[O:36])[CH2:5][NH:6][C:7]1[N:8]([CH2:33][CH2:34][CH3:35])[C:9](=[O:32])[C:10]2[NH:11][C:12]([C:16]3[CH:17]=[N:18][N:19]([CH2:21][C:22]4[CH:27]=[CH:26][CH:25]=[C:24]([C:28]([F:31])([F:30])[F:29])[CH:23]=4)[CH:20]=3)=[N:13][C:14]=2[N:15]=1)C.[OH-].[Li+], predict the reaction product. The product is: [O:32]=[C:9]1[N:8]([CH2:33][CH2:34][CH3:35])[C:7]([NH:6][CH2:5][C:4]([OH:36])=[O:3])=[N:15][C:14]2[N:13]=[C:12]([C:16]3[CH:17]=[N:18][N:19]([CH2:21][C:22]4[CH:27]=[CH:26][CH:25]=[C:24]([C:28]([F:31])([F:30])[F:29])[CH:23]=4)[CH:20]=3)[NH:11][C:10]1=2. (3) The product is: [OH:31][C:30]1[C:29]([CH3:32])=[CH:28][C:25]([CH2:26][NH:1][C:2]2[NH:6][N:5]=[C:4]([NH:7][C:8]3[CH:9]=[CH:10][C:11]([C:14]4[O:18][CH:17]=[N:16][CH:15]=4)=[CH:12][CH:13]=3)[C:3]=2[C:19]([NH2:21])=[O:20])=[CH:24][C:23]=1[CH3:22]. Given the reactants [NH2:1][C:2]1[NH:6][N:5]=[C:4]([NH:7][C:8]2[CH:13]=[CH:12][C:11]([C:14]3[O:18][CH:17]=[N:16][CH:15]=3)=[CH:10][CH:9]=2)[C:3]=1[C:19]([NH2:21])=[O:20].[CH3:22][C:23]1[CH:24]=[C:25]([CH:28]=[C:29]([CH3:32])[C:30]=1[OH:31])[CH:26]=O.CN(C=O)C.[BH4-].[Na+], predict the reaction product. (4) Given the reactants [CH:1]1([CH2:6][C@H:7]([CH2:28][N:29]([CH:38]=[O:39])[O:30][CH2:31][C:32]2[CH:37]=[CH:36][CH:35]=[CH:34][CH:33]=2)[C:8]([N:10]2[C@H:14]([C:15](O)=[O:16])[CH2:13][CH2:12][N:11]2[C:18]([O:20][CH2:21][C:22]2[CH:27]=[CH:26][CH:25]=[CH:24][CH:23]=2)=[O:19])=[O:9])[CH2:5][CH2:4][CH2:3][CH2:2]1.[NH:40]1[C:44]2[CH:45]=[CH:46][C:47]([NH2:49])=[CH:48][C:43]=2[N:42]=[N:41]1.CN1CCOCC1, predict the reaction product. The product is: [NH:40]1[C:44]2[CH:45]=[CH:46][C:47]([NH:49][C:15]([C@@H:14]3[CH2:13][CH2:12][N:11]([C:18]([O:20][CH2:21][C:22]4[CH:27]=[CH:26][CH:25]=[CH:24][CH:23]=4)=[O:19])[N:10]3[C:8](=[O:9])[C@@H:7]([CH2:28][N:29]([CH:38]=[O:39])[O:30][CH2:31][C:32]3[CH:37]=[CH:36][CH:35]=[CH:34][CH:33]=3)[CH2:6][CH:1]3[CH2:2][CH2:3][CH2:4][CH2:5]3)=[O:16])=[CH:48][C:43]=2[N:42]=[N:41]1.